Dataset: Catalyst prediction with 721,799 reactions and 888 catalyst types from USPTO. Task: Predict which catalyst facilitates the given reaction. (1) Reactant: [CH3:1][O:2][CH2:3][CH2:4][O:5][C:6]1[CH:11]=[CH:10][C:9](/[CH:12]=[CH:13]/[C:14]([NH:16][S:17]([CH2:20][CH2:21][CH2:22][CH2:23][CH3:24])(=[O:19])=[O:18])=[O:15])=[C:8]([NH:25][C:26]2[CH:31]=[CH:30][C:29]([C:32]([F:35])([F:34])[F:33])=[CH:28][CH:27]=2)[CH:7]=1. Product: [CH3:1][O:2][CH2:3][CH2:4][O:5][C:6]1[CH:11]=[CH:10][C:9]([CH2:12][CH2:13][C:14]([NH:16][S:17]([CH2:20][CH2:21][CH2:22][CH2:23][CH3:24])(=[O:19])=[O:18])=[O:15])=[C:8]([NH:25][C:26]2[CH:31]=[CH:30][C:29]([C:32]([F:35])([F:33])[F:34])=[CH:28][CH:27]=2)[CH:7]=1. The catalyst class is: 129. (2) Reactant: [CH2:1]([N:8]1[CH2:13][CH2:12][N:11]([C:14]([O:16][C:17]([CH3:20])([CH3:19])[CH3:18])=[O:15])[C@H:10]([CH2:21][C:22]2[CH:27]=[CH:26][C:25](Br)=[CH:24][CH:23]=2)[CH2:9]1)[C:2]1[CH:7]=[CH:6][CH:5]=[CH:4][CH:3]=1.[NH:29]1[CH2:34][CH2:33][O:32][CH2:31][CH2:30]1.C1C=CC(P(C2C(C3C(P(C4C=CC=CC=4)C4C=CC=CC=4)=CC=C4C=3C=CC=C4)=C3C(C=CC=C3)=CC=2)C2C=CC=CC=2)=CC=1.CC(C)([O-])C.[Na+].C(=O)([O-])O.[Na+]. Product: [CH2:1]([N:8]1[CH2:13][CH2:12][N:11]([C:14]([O:16][C:17]([CH3:20])([CH3:19])[CH3:18])=[O:15])[C@H:10]([CH2:21][C:22]2[CH:27]=[CH:26][C:25]([N:29]3[CH2:34][CH2:33][O:32][CH2:31][CH2:30]3)=[CH:24][CH:23]=2)[CH2:9]1)[C:2]1[CH:7]=[CH:6][CH:5]=[CH:4][CH:3]=1. The catalyst class is: 187.